Dataset: Reaction yield outcomes from USPTO patents with 853,638 reactions. Task: Predict the reaction yield, written as a fraction of the theoretical maximum amount of product (1.0 means a 100% yield; for example, 0.34 means a 34% yield). (1) The reactants are [Br:1][C:2]1[CH:7]=[CH:6][C:5]([CH2:8][CH:9]=[O:10])=[CH:4][CH:3]=1.[CH2:11](O)[CH2:12][CH2:13][OH:14].O.C1(C)C=CC(S(O)(=O)=O)=CC=1. The catalyst is C1C=CC=CC=1. The product is [Br:1][C:2]1[CH:7]=[CH:6][C:5]([CH2:8][CH:9]2[O:14][CH2:13][CH2:12][CH2:11][O:10]2)=[CH:4][CH:3]=1. The yield is 0.410. (2) The reactants are [OH:1][C@@H:2]1[CH2:7][CH2:6][C@H:5]([NH:8][C:9]2[N:14]=[C:13]([C:15](OCC)=[O:16])[C:12]([N+:20]([O-])=O)=[C:11]([NH:23][C:24]3[CH:29]=[CH:28][CH:27]=[CH:26][C:25]=3[O:30][CH3:31])[N:10]=2)[CH2:4][CH2:3]1.ClC1N=C([C:39](OCC)=[O:40])C([N+]([O-])=O)=C(NC2C=CC=CC=2OC)N=1.[NH2:56][C@@H]1CC[C@H](O)CC1.C(N(C(C)C)CC)(C)C. The catalyst is CN(C)C=O. The product is [OH:1][C@@H:2]1[CH2:7][CH2:6][C@H:5]([NH:8][C:9]2[N:10]=[C:11]3[C:12]([NH:20][C:39](=[O:40])[N:23]3[C:24]3[CH:29]=[CH:28][CH:27]=[CH:26][C:25]=3[O:30][CH3:31])=[C:13]([C:15]([NH2:56])=[O:16])[N:14]=2)[CH2:4][CH2:3]1. The yield is 0.930.